This data is from Forward reaction prediction with 1.9M reactions from USPTO patents (1976-2016). The task is: Predict the product of the given reaction. The product is: [NH2:1][C:2]1[N:10]=[CH:9][CH:8]=[CH:7][C:3]=1[C:4]([O:6][CH2:11][CH3:12])=[O:5]. Given the reactants [NH2:1][C:2]1[N:10]=[CH:9][CH:8]=[CH:7][C:3]=1[C:4]([OH:6])=[O:5].[CH2:11](O)[CH3:12].S(=O)(=O)(O)O.C(=O)([O-])[O-].[Na+].[Na+], predict the reaction product.